The task is: Predict the product of the given reaction.. This data is from Forward reaction prediction with 1.9M reactions from USPTO patents (1976-2016). (1) Given the reactants C(=O)([O-])[O-].[K+].[K+].Br[C:8]1[CH:9]=[C:10]2[C@:21]3([CH2:25][O:24][C:23]([NH2:26])=[N:22]3)[C:20]3[C:15](=[CH:16][CH:17]=[C:18]([C:27]4[CH:28]=[N:29][CH:30]=[CH:31][CH:32]=4)[CH:19]=3)[O:14][C:11]2=[N:12][CH:13]=1.Cl.[NH:34]1[CH2:37][CH2:36][CH2:35]1.Cl[C:39]([CH3:43])([CH3:42])[C:40]#[CH:41], predict the reaction product. The product is: [N:34]1([C:39]([CH3:43])([CH3:42])[C:40]#[C:41][C:8]2[CH:9]=[C:10]3[C@:21]4([CH2:25][O:24][C:23]([NH2:26])=[N:22]4)[C:20]4[C:15](=[CH:16][CH:17]=[C:18]([C:27]5[CH:28]=[N:29][CH:30]=[CH:31][CH:32]=5)[CH:19]=4)[O:14][C:11]3=[N:12][CH:13]=2)[CH2:37][CH2:36][CH2:35]1. (2) Given the reactants [Cl:1][C:2]1[CH:34]=[C:33]([Cl:35])[CH:32]=[CH:31][C:3]=1[O:4][CH2:5][CH2:6][CH2:7][C:8]1[CH:9]=[C:10]([C:13]2[CH:18]=[CH:17][C:16]([S:19]([N:22]([CH2:28][O:29][CH3:30])[C:23]3[S:24][CH:25]=[CH:26][N:27]=3)(=[O:21])=[O:20])=[CH:15][CH:14]=2)[NH:11][N:12]=1.Cl, predict the reaction product. The product is: [Cl:1][C:2]1[CH:34]=[C:33]([Cl:35])[CH:32]=[CH:31][C:3]=1[O:4][CH2:5][CH2:6][CH2:7][C:8]1[CH:9]=[C:10]([C:13]2[CH:18]=[CH:17][C:16]([S:19]([NH:22][C:23]3[S:24][CH:25]=[CH:26][N:27]=3)(=[O:20])=[O:21])=[CH:15][CH:14]=2)[NH:11][N:12]=1.[Cl:1][C:2]1[CH:34]=[C:33]([Cl:35])[CH:32]=[CH:31][C:3]=1[O:4][CH2:5][CH2:6][CH2:7][C:8]1[CH:9]=[C:10]([C:13]2[CH:18]=[CH:17][C:16]([S:19]([N:22]([CH2:28][O:29][CH3:30])[C:23]3[S:24][CH:25]=[CH:26][N:27]=3)(=[O:21])=[O:20])=[CH:15][CH:14]=2)[NH:11][N:12]=1.